From a dataset of Catalyst prediction with 721,799 reactions and 888 catalyst types from USPTO. Predict which catalyst facilitates the given reaction. (1) Reactant: [CH3:1][O:2][C:3]1[CH:8]=[CH:7][CH:6]=[CH:5][C:4]=1[C:9](=O)[CH3:10].[NH:12]1[C:16]2[CH:17]=[CH:18][CH:19]=[CH:20][C:15]=2[N:14]=[C:13]1[CH2:21][N:22]([CH:32]1[C:41]2[N:40]=[CH:39][CH:38]=[CH:37][C:36]=2[CH2:35][CH2:34][CH2:33]1)[CH2:23][C:24]1[CH:29]=[CH:28][C:27]([CH2:30][NH2:31])=[CH:26][CH:25]=1.CC(O)=O.[BH-](OC(C)=O)(OC(C)=O)OC(C)=O.[Na+]. Product: [NH:12]1[C:16]2[CH:17]=[CH:18][CH:19]=[CH:20][C:15]=2[N:14]=[C:13]1[CH2:21][N:22]([CH2:23][C:24]1[CH:29]=[CH:28][C:27]([CH2:30][NH:31][CH:9]([C:4]2[CH:5]=[CH:6][CH:7]=[CH:8][C:3]=2[O:2][CH3:1])[CH3:10])=[CH:26][CH:25]=1)[CH:32]1[C:41]2[N:40]=[CH:39][CH:38]=[CH:37][C:36]=2[CH2:35][CH2:34][CH2:33]1. The catalyst class is: 1. (2) Reactant: O[C:2]1[C:11]2[C:6](=[N:7][CH:8]=[CH:9][CH:10]=2)[N:5]([C:12]2[CH:17]=[CH:16][CH:15]=[CH:14][CH:13]=2)[C:4](=[O:18])[C:3]=1[C:19](=O)[CH2:20][CH2:21][CH2:22][C:23]1[CH:28]=[CH:27][CH:26]=[CH:25][CH:24]=1.O.[NH2:31][NH2:32].O. Product: [C:12]1([N:5]2[C:6]3[N:7]=[CH:8][CH:9]=[CH:10][C:11]=3[C:2]3[NH:31][N:32]=[C:19]([CH2:20][CH2:21][CH2:22][C:23]4[CH:28]=[CH:27][CH:26]=[CH:25][CH:24]=4)[C:3]=3[C:4]2=[O:18])[CH:17]=[CH:16][CH:15]=[CH:14][CH:13]=1. The catalyst class is: 3. (3) Product: [C:22]([O:21][C:19]([N:16]1[CH2:17][CH2:18][CH:13]([O:1][C:2]2[CH:3]=[N:4][CH:5]=[C:6]([CH:11]=2)[C:7]([O:9][CH3:10])=[O:8])[CH2:14][CH2:15]1)=[O:20])([CH3:25])([CH3:23])[CH3:24]. Reactant: [OH:1][C:2]1[CH:3]=[N:4][CH:5]=[C:6]([CH:11]=1)[C:7]([O:9][CH3:10])=[O:8].O[CH:13]1[CH2:18][CH2:17][N:16]([C:19]([O:21][C:22]([CH3:25])([CH3:24])[CH3:23])=[O:20])[CH2:15][CH2:14]1.C1(P(C2C=CC=CC=2)C2C=CC=CC=2)C=CC=CC=1.N(C(OC(C)C)=O)=NC(OC(C)C)=O. The catalyst class is: 1. (4) Reactant: [C:1]([O:5][C:6]([N:8]1[CH2:12][CH:11]=[C:10](B2OC(C)(C)C(C)(C)O2)[CH2:9]1)=[O:7])([CH3:4])([CH3:3])[CH3:2].Br[C:23]1[CH:30]=[CH:29][C:26]([C:27]#[N:28])=[CH:25][C:24]=1[C:31]([F:34])([F:33])[F:32].C(=O)([O-])[O-].[K+].[K+]. Product: [C:1]([O:5][C:6]([N:8]1[CH2:12][CH:11]=[C:10]([C:23]2[CH:30]=[CH:29][C:26]([C:27]#[N:28])=[CH:25][C:24]=2[C:31]([F:32])([F:33])[F:34])[CH2:9]1)=[O:7])([CH3:2])([CH3:3])[CH3:4]. The catalyst class is: 869. (5) Reactant: [Br:1][C:2]1[CH:3]=[C:4]([CH:17]=[CH:18][CH:19]=1)[CH2:5][NH:6][C:7]1[CH:12]=[C:11](F)[CH:10]=[CH:9][C:8]=1[N+:14]([O-:16])=[O:15].[N:20]1([C:26]([O:28][C:29]([CH3:32])([CH3:31])[CH3:30])=[O:27])[CH2:25][CH2:24][NH:23][CH2:22][CH2:21]1.C(N(CC)C(C)C)(C)C. Product: [Br:1][C:2]1[CH:3]=[C:4]([CH:17]=[CH:18][CH:19]=1)[CH2:5][NH:6][C:7]1[CH:12]=[C:11]([N:23]2[CH2:22][CH2:21][N:20]([C:26]([O:28][C:29]([CH3:32])([CH3:31])[CH3:30])=[O:27])[CH2:25][CH2:24]2)[CH:10]=[CH:9][C:8]=1[N+:14]([O-:16])=[O:15]. The catalyst class is: 10. (6) Reactant: C([O:3][C:4]([CH2:6][CH2:7][CH2:8][C:9]([NH:11][C:12]1[CH:17]=[C:16]([O:18][C:19]2[CH:24]=[CH:23][C:22]([NH:25][C:26]([NH:28][C:29]3[CH:34]=[CH:33][C:32]([F:35])=[CH:31][CH:30]=3)=[O:27])=[CH:21][CH:20]=2)[CH:15]=[CH:14][N:13]=1)=[O:10])=[O:5])C.[OH-].[Na+].CO.Cl. Product: [C:4]([CH2:6][CH2:7][CH2:8][C:9]([NH:11][C:12]1[CH:17]=[C:16]([O:18][C:19]2[CH:24]=[CH:23][C:22]([NH:25][C:26]([NH:28][C:29]3[CH:30]=[CH:31][C:32]([F:35])=[CH:33][CH:34]=3)=[O:27])=[CH:21][CH:20]=2)[CH:15]=[CH:14][N:13]=1)=[O:10])([OH:5])=[O:3]. The catalyst class is: 9.